Dataset: Full USPTO retrosynthesis dataset with 1.9M reactions from patents (1976-2016). Task: Predict the reactants needed to synthesize the given product. (1) The reactants are: C(OC([N:8]1[C:16]2[C:11](=[CH:12][CH:13]=[CH:14][CH:15]=2)[C:10]([C:17]2[C:18](=[O:41])[N:19](C(OC(C)(C)C)=O)[CH2:20][C:21]=2[C:22]2[C:32]3=[C:33]4[C:28](=[CH:29][CH:30]=[CH:31]3)[CH2:27][CH2:26][CH2:25][N:24]4[CH:23]=2)=[CH:9]1)=O)(C)(C)C.Cl. Given the product [C:22]1([C:21]2[CH2:20][NH:19][C:18](=[O:41])[C:17]=2[C:10]2[C:11]3[C:16](=[CH:15][CH:14]=[CH:13][CH:12]=3)[NH:8][CH:9]=2)[C:32]2=[C:33]3[C:28](=[CH:29][CH:30]=[CH:31]2)[CH2:27][CH2:26][CH2:25][N:24]3[CH:23]=1, predict the reactants needed to synthesize it. (2) Given the product [F:23][C:20]1[CH:21]=[CH:22][C:17]([C:5]2[C:4]3[C:8](=[CH:9][CH:10]=[C:2]([CH:42]([OH:43])[CH2:41][C:35]4[CH:40]=[CH:39][CH:38]=[CH:37][CH:36]=4)[CH:3]=3)[N:7]([CH:11]3[CH2:15][CH2:14][CH2:13][O:12]3)[N:6]=2)=[CH:18][CH:19]=1, predict the reactants needed to synthesize it. The reactants are: Br[C:2]1[CH:3]=[C:4]2[C:8](=[CH:9][CH:10]=1)[N:7]([CH:11]1C[CH2:15][CH2:14][CH2:13][O:12]1)[N:6]=[C:5]2[C:17]1[CH:22]=[CH:21][C:20]([F:23])=[CH:19][CH:18]=1.C([Li])CCC.CCCCCC.[C:35]1([CH2:41][CH:42]=[O:43])[CH:40]=[CH:39][CH:38]=[CH:37][CH:36]=1.